Dataset: Forward reaction prediction with 1.9M reactions from USPTO patents (1976-2016). Task: Predict the product of the given reaction. (1) Given the reactants C[O:2][C:3](=O)[C:4]1[CH:9]=[C:8]([NH2:10])[CH:7]=[CH:6][C:5]=1[O:11][C:12]([F:15])([F:14])[F:13].[H-].[Al+3].[Li+].[H-].[H-].[H-], predict the reaction product. The product is: [NH2:10][C:8]1[CH:7]=[CH:6][C:5]([O:11][C:12]([F:13])([F:14])[F:15])=[C:4]([CH2:3][OH:2])[CH:9]=1. (2) Given the reactants [Si:1]([O:8][CH2:9][C:10]1[N:11]([CH3:35])[C:12]2[C:17]([CH:18]=1)=[CH:16][C:15]([C:19](=[N:23][CH2:24][C:25]1[CH:30]=[CH:29][C:28]([O:31][CH3:32])=[CH:27][C:26]=1[O:33][CH3:34])[CH2:20][CH2:21][CH3:22])=[CH:14][CH:13]=2)([C:4]([CH3:7])([CH3:6])[CH3:5])([CH3:3])[CH3:2].CO[CH:38]=[C:39]([C:44]([O:46]C)=O)[C:40]([O:42][CH3:43])=[O:41], predict the reaction product. The product is: [Si:1]([O:8][CH2:9][C:10]1[N:11]([CH3:35])[C:12]2[C:17]([CH:18]=1)=[CH:16][C:15]([C:19]1[N:23]([CH2:24][C:25]3[CH:30]=[CH:29][C:28]([O:31][CH3:32])=[CH:27][C:26]=3[O:33][CH3:34])[C:44](=[O:46])[C:39]([C:40]([O:42][CH3:43])=[O:41])=[CH:38][C:20]=1[CH2:21][CH3:22])=[CH:14][CH:13]=2)([C:4]([CH3:5])([CH3:6])[CH3:7])([CH3:3])[CH3:2]. (3) Given the reactants [CH:1]1([C:7]2[CH:8]=[C:9]([C:19]([OH:21])=O)[CH:10]=[N:11][C:12]=2[O:13][CH2:14][C:15]([F:18])([F:17])[F:16])[CH2:6][CH2:5][CH2:4][CH2:3][CH2:2]1.[Cl:22][C:23]1[N:24]=[N:25][C:26]([N:29]([CH3:31])[NH2:30])=[CH:27][CH:28]=1, predict the reaction product. The product is: [Cl:22][C:23]1[N:24]=[N:25][C:26]([N:29]([CH3:31])[NH:30][C:19]([C:9]2[CH:10]=[N:11][C:12]([O:13][CH2:14][C:15]([F:18])([F:16])[F:17])=[C:7]([CH:1]3[CH2:6][CH2:5][CH2:4][CH2:3][CH2:2]3)[CH:8]=2)=[O:21])=[CH:27][CH:28]=1. (4) The product is: [Cl:33][C:30]1[CH:29]=[CH:28][C:27]([C:25]2[CH:24]=[C:23]([CH3:34])[N:22]=[C:21]([C:19]3[CH:18]=[CH:17][N:16]=[C:15]([C:11]4[CH:10]=[C:9]([S:6]([NH2:5])(=[O:7])=[O:8])[CH:14]=[CH:13][CH:12]=4)[CH:20]=3)[N:26]=2)=[CH:32][CH:31]=1. Given the reactants C([NH:5][S:6]([C:9]1[CH:14]=[CH:13][CH:12]=[C:11]([C:15]2[CH:20]=[C:19]([C:21]3[N:26]=[C:25]([C:27]4[CH:32]=[CH:31][C:30]([Cl:33])=[CH:29][CH:28]=4)[CH:24]=[C:23]([CH3:34])[N:22]=3)[CH:18]=[CH:17][N:16]=2)[CH:10]=1)(=[O:8])=[O:7])(C)(C)C.C(O)(C(F)(F)F)=O, predict the reaction product. (5) Given the reactants [C:1]([O:5][C:6]([N:8]1[C:13](=[O:14])[CH:12]=[C:11](OS(C2C=CC(C)=CC=2)(=O)=O)[CH2:10][CH:9]1[C:26]([O:28][CH2:29][C:30]1[CH:35]=[CH:34][CH:33]=[CH:32][CH:31]=1)=[O:27])=[O:7])([CH3:4])([CH3:3])[CH3:2].[CH3:36][O:37][C:38]1[CH:43]=[CH:42][C:41](B(O)O)=[CH:40][CH:39]=1.P([O-])([O-])([O-])=O.[K+].[K+].[K+], predict the reaction product. The product is: [C:1]([O:5][C:6]([N:8]1[C:13](=[O:14])[CH:12]=[C:11]([C:41]2[CH:42]=[CH:43][C:38]([O:37][CH3:36])=[CH:39][CH:40]=2)[CH2:10][C@H:9]1[C:26]([O:28][CH2:29][C:30]1[CH:35]=[CH:34][CH:33]=[CH:32][CH:31]=1)=[O:27])=[O:7])([CH3:4])([CH3:2])[CH3:3].